Task: Predict which catalyst facilitates the given reaction.. Dataset: Catalyst prediction with 721,799 reactions and 888 catalyst types from USPTO Reactant: [N:1]1([CH2:6][C:7]2[CH:12]=[CH:11][C:10]([CH2:13][CH2:14][NH:15][C:16]([C:18]3[CH:23]=[CH:22][C:21]([C:24]4[CH:29]=[CH:28][C:27]([Cl:30])=[CH:26][CH:25]=4)=[CH:20][C:19]=3[NH2:31])=[O:17])=[CH:9][CH:8]=2)[CH2:5][CH2:4][CH2:3][CH2:2]1.[CH:32](O)=O.[OH-].[Na+]. Product: [Cl:30][C:27]1[CH:26]=[CH:25][C:24]([C:21]2[CH:20]=[C:19]3[C:18]([C:16](=[O:17])[N:15]([CH2:14][CH2:13][C:10]4[CH:11]=[CH:12][C:7]([CH2:6][N:1]5[CH2:5][CH2:4][CH2:3][CH2:2]5)=[CH:8][CH:9]=4)[CH:32]=[N:31]3)=[CH:23][CH:22]=2)=[CH:29][CH:28]=1. The catalyst class is: 6.